From a dataset of Blood-brain barrier permeability classification from the B3DB database. Regression/Classification. Given a drug SMILES string, predict its absorption, distribution, metabolism, or excretion properties. Task type varies by dataset: regression for continuous measurements (e.g., permeability, clearance, half-life) or binary classification for categorical outcomes (e.g., BBB penetration, CYP inhibition). Dataset: b3db_classification. (1) The molecule is COc1ccc([C@@H]2[C@H](CO)[C@@H]2S(=O)(=O)c2ccc(C)cc2)cc1. The result is 1 (penetrates BBB). (2) The drug is CCCCC. The result is 1 (penetrates BBB). (3) The molecule is CCOC(=O)OCC/C(SC(=O)OCC)=C(\C)N(C=O)Cc1cnc(C)nc1N. The result is 1 (penetrates BBB). (4) The molecule is CN1C2CCC1CC(OC(c1ccccc1)c1ccccc1)C2. The result is 1 (penetrates BBB). (5) The compound is CN1CCC(=C2c3ccccc3C(O)c3ccccc32)CC1. The result is 1 (penetrates BBB). (6) The molecule is COC(=O)[C@@]1(O)CC[C@H]2C3CCC(=O)C4C(=O)C=CC4(C)[C@H]3C(O)CC21C. The result is 1 (penetrates BBB). (7) The molecule is CCC(=O)N(c1ccccc1)C1(C(=O)OC)CCN(CCC(=O)OC)CC1. The result is 1 (penetrates BBB). (8) The molecule is CCC(O)C(CC(C)N(C)C)(c1ccccc1)c1ccccc1. The result is 1 (penetrates BBB).